Dataset: Reaction yield outcomes from USPTO patents with 853,638 reactions. Task: Predict the reaction yield, written as a fraction of the theoretical maximum amount of product (1.0 means a 100% yield; for example, 0.34 means a 34% yield). (1) The reactants are [CH3:1][N:2]1[CH2:7][CH2:6][CH:5]([NH:8][C:9]([C:11]2[C:12]([C:24]3[S:25][C:26]4[CH2:32][CH2:31][CH2:30][CH2:29][C:27]=4[N:28]=3)=[N:13][N:14](COCC[Si](C)(C)C)[CH:15]=2)=[O:10])[CH2:4][CH2:3]1.FC(F)(F)C(O)=O.CO.[OH-].[NH4+]. The catalyst is ClCCl. The product is [CH3:1][N:2]1[CH2:7][CH2:6][CH:5]([NH:8][C:9]([C:11]2[C:12]([C:24]3[S:25][C:26]4[CH2:32][CH2:31][CH2:30][CH2:29][C:27]=4[N:28]=3)=[N:13][NH:14][CH:15]=2)=[O:10])[CH2:4][CH2:3]1. The yield is 0.400. (2) The reactants are [CH:1]([C:3]1[CH:10]=[CH:9][C:6]([C:7]#[N:8])=[CH:5][C:4]=1[O:11][C:12]([F:15])([F:14])[F:13])=O.[CH3:16][C:17](=[O:22])[CH2:18][C:19](=[O:21])[CH3:20].C(O)(=O)C.N1CCCCC1. The catalyst is ClCCl. The product is [C:19]([C:18]([C:17](=[O:22])[CH3:16])=[CH:1][C:3]1[CH:10]=[CH:9][C:6]([C:7]#[N:8])=[CH:5][C:4]=1[O:11][C:12]([F:15])([F:14])[F:13])(=[O:21])[CH3:20]. The yield is 0.990. (3) The reactants are Cl.[Cl:2][C:3]1[C:23]([CH2:24][N:25]2[CH2:29][CH2:28][CH2:27][CH2:26]2)=[C:22]([Cl:30])[CH:21]=[CH:20][C:4]=1[O:5][C@H:6]1[CH2:9][C@H:8]([CH2:10][N:11](C)[C:12](=O)OC(C)(C)C)[CH2:7]1. The catalyst is O1CCOCC1. The product is [Cl:2][C:3]1[C:23]([CH2:24][N:25]2[CH2:29][CH2:28][CH2:27][CH2:26]2)=[C:22]([Cl:30])[CH:21]=[CH:20][C:4]=1[O:5][C@H:6]1[CH2:9][C@H:8]([CH2:10][NH:11][CH3:12])[CH2:7]1. The yield is 0.670. (4) The catalyst is O1CCCC1.C(OCC)(=O)C. The product is [CH3:4][C:2]([O:5][CH2:6][C:7]1[C:11]([CH2:12][OH:13])=[C:10]([CH:16]([CH3:18])[CH3:17])[O:9][N:8]=1)([CH3:1])[CH3:3]. The reactants are [CH3:1][C:2]([O:5][CH2:6][C:7]1[C:11]([C:12](OC)=[O:13])=[C:10]([CH:16]([CH3:18])[CH3:17])[O:9][N:8]=1)([CH3:4])[CH3:3].[H-].C([Al+]CC(C)C)C(C)C.C1(C)C=CC=CC=1.[C@H](O)(C([O-])=O)[C@@H](O)C([O-])=O.[Na+].[K+]. The yield is 0.910. (5) The reactants are Cl.[C:2]1([N:8]2[CH:12]=[C:11]([C:13]([NH:15][CH2:16][CH2:17][NH:18][C:19]([CH:21]3[CH2:26][CH2:25][NH:24][CH2:23][CH2:22]3)=[O:20])=[O:14])[C:10]([C:27]([F:30])([F:29])[F:28])=[N:9]2)[CH:7]=[CH:6][CH:5]=[CH:4][CH:3]=1.CCN(C(C)C)C(C)C.[C:40]1([N:46]=[C:47]=[O:48])[CH:45]=[CH:44][CH:43]=[CH:42][CH:41]=1. The catalyst is CC(N(C)C)=O. The product is [C:40]1([NH:46][C:47]([N:24]2[CH2:25][CH2:26][CH:21]([C:19]([NH:18][CH2:17][CH2:16][NH:15][C:13]([C:11]3[C:10]([C:27]([F:29])([F:30])[F:28])=[N:9][N:8]([C:2]4[CH:3]=[CH:4][CH:5]=[CH:6][CH:7]=4)[CH:12]=3)=[O:14])=[O:20])[CH2:22][CH2:23]2)=[O:48])[CH:45]=[CH:44][CH:43]=[CH:42][CH:41]=1. The yield is 0.760. (6) The reactants are [NH:1]1[CH:5]=[CH:4][N:3]=[N:2]1.[I-].[Na+].[OH-].[Na+].Cl[CH2:11][C:12]1[C:21]2[C:16](=[CH:17][CH:18]=[CH:19][CH:20]=2)[CH:15]=[CH:14][CH:13]=1. The catalyst is C(O)(CC)(C)C.C1(C)C=CC=CC=1. The product is [C:12]1([CH2:11][N:1]2[CH:5]=[CH:4][N:3]=[N:2]2)[C:21]2[C:16](=[CH:17][CH:18]=[CH:19][CH:20]=2)[CH:15]=[CH:14][CH:13]=1.[C:12]1([CH2:11][N:2]2[N:3]=[CH:4][CH:5]=[N:1]2)[C:21]2[C:16](=[CH:17][CH:18]=[CH:19][CH:20]=2)[CH:15]=[CH:14][CH:13]=1. The yield is 0.840.